From a dataset of Reaction yield outcomes from USPTO patents with 853,638 reactions. Predict the reaction yield, written as a fraction of the theoretical maximum amount of product (1.0 means a 100% yield; for example, 0.34 means a 34% yield). (1) The reactants are [Br:1][C:2]1[CH:7]=[CH:6][C:5]([C:8]2[NH:9][C:10]3[C:15]([C:16]=2[CH:17]=O)=[CH:14][CH:13]=[CH:12][CH:11]=3)=[CH:4][C:3]=1[F:19].[C:20]1([S:26]([CH2:29][C:30]#[N:31])(=[O:28])=[O:27])[CH:25]=[CH:24][CH:23]=[CH:22][CH:21]=1. No catalyst specified. The product is [C:20]1([S:26]([C:29](=[CH:17][C:16]2[C:15]3[C:10](=[CH:11][CH:12]=[CH:13][CH:14]=3)[NH:9][C:8]=2[C:5]2[CH:6]=[CH:7][C:2]([Br:1])=[C:3]([F:19])[CH:4]=2)[C:30]#[N:31])(=[O:27])=[O:28])[CH:21]=[CH:22][CH:23]=[CH:24][CH:25]=1. The yield is 0.520. (2) The reactants are [C:1]([NH:4][C:5]1[CH:10]=[CH:9][C:8]([CH2:11][C:12]([NH:14][C:15]2[C:16](=[O:27])[NH:17][C:18](=[O:26])[N:19]([CH2:22][CH2:23][CH2:24][CH3:25])[C:20]=2[NH2:21])=O)=[CH:7][CH:6]=1)(=[O:3])[CH3:2].[OH-].[Na+]. The catalyst is CO. The product is [CH2:22]([N:19]1[C:20]2[N:21]=[C:12]([CH2:11][C:8]3[CH:9]=[CH:10][C:5]([NH:4][C:1](=[O:3])[CH3:2])=[CH:6][CH:7]=3)[NH:14][C:15]=2[C:16](=[O:27])[NH:17][C:18]1=[O:26])[CH2:23][CH2:24][CH3:25]. The yield is 0.620.